Dataset: Reaction yield outcomes from USPTO patents with 853,638 reactions. Task: Predict the reaction yield, written as a fraction of the theoretical maximum amount of product (1.0 means a 100% yield; for example, 0.34 means a 34% yield). (1) The reactants are [NH2:1][CH:2]1[CH2:6][CH2:5][N:4]([CH:7]([C:14]2[CH:19]=[CH:18][CH:17]=[CH:16][CH:15]=2)[C:8]2[CH:13]=[CH:12][CH:11]=[CH:10][CH:9]=2)[C:3]1=[O:20].Br[CH2:22][C:23]([N:25]([C:32]1[CH:37]=[CH:36][CH:35]=[CH:34][CH:33]=1)[C:26]1[CH:31]=[CH:30][CH:29]=[CH:28][CH:27]=1)=[O:24].[H-].[Na+]. The catalyst is CN(C=O)C. The product is [CH:7]([N:4]1[CH2:5][CH2:6][CH:2]([NH:1][CH2:22][C:23]([N:25]([C:32]2[CH:37]=[CH:36][CH:35]=[CH:34][CH:33]=2)[C:26]2[CH:31]=[CH:30][CH:29]=[CH:28][CH:27]=2)=[O:24])[C:3]1=[O:20])([C:8]1[CH:13]=[CH:12][CH:11]=[CH:10][CH:9]=1)[C:14]1[CH:19]=[CH:18][CH:17]=[CH:16][CH:15]=1. The yield is 0.730. (2) The yield is 0.930. The catalyst is O1CCCC1. The product is [CH3:1][C:2]1[C@@H:19]([O:20][C:21]([C@H:23]([OH:40])[C@@H:24]([NH:31][C:32]([C:34]2[CH:39]=[CH:38][CH:37]=[CH:36][CH:35]=2)=[O:33])[C:25]2[CH:30]=[CH:29][CH:28]=[CH:27][CH:26]=2)=[O:22])[CH2:18][C@:14]2([OH:41])[C:15]([CH3:16])([CH3:17])[C:3]=1[C@@H:4]([OH:59])[C:5]([C@@:7]1([CH3:58])[CH:12]([C@@H:13]2[O:42][C:43]([C:45]2[CH:50]=[CH:49][CH:48]=[CH:47][CH:46]=2)=[O:44])[C@:11]2([O:53][C:54]([CH3:56])=[O:55])[CH2:51][O:52][C@@H:10]2[CH2:9][C@@H:8]1[OH:57])=[O:6]. The reactants are [CH3:1][C:2]1[C@@H:19]([O:20][C:21]([C@H:23]([OH:40])[C@@H:24]([NH:31][C:32]([C:34]2[CH:35]=[CH:36][CH:37]=[CH:38][CH:39]=2)=[O:33])[C:25]2[CH:26]=[CH:27][CH:28]=[CH:29][CH:30]=2)=[O:22])[CH2:18][C@:14]2([OH:41])[C:15]([CH3:17])([CH3:16])[C:3]=1[C@@H:4]([O:59]C(C)=O)[C:5]([C@@:7]1([CH3:58])[C@H:12]([C@@H:13]2[O:42][C:43]([C:45]2[CH:46]=[CH:47][CH:48]=[CH:49][CH:50]=2)=[O:44])[C@:11]2([O:53][C:54]([CH3:56])=[O:55])[CH2:51][O:52][C@@H:10]2[CH2:9][C@@H:8]1[OH:57])=[O:6].OO.C(=O)(O)[O-].[Na+].ClCCl.O. (3) The reactants are [CH2:1]([O:8][C:9]1[CH:10]=[CH:11][C:12]([OH:17])=[C:13]([CH:16]=1)[CH:14]=[O:15])[C:2]1[CH:7]=[CH:6][CH:5]=[CH:4][CH:3]=1.Br[C:19]([CH3:26])([CH3:25])[C:20]([O:22][CH2:23][CH3:24])=[O:21].C(=O)([O-])[O-].[Cs+].[Cs+]. The catalyst is CN(C=O)C. The product is [CH2:23]([O:22][C:20](=[O:21])[C:19]([O:17][C:12]1[CH:11]=[CH:10][C:9]([O:8][CH2:1][C:2]2[CH:3]=[CH:4][CH:5]=[CH:6][CH:7]=2)=[CH:16][C:13]=1[CH:14]=[O:15])([CH3:26])[CH3:25])[CH3:24]. The yield is 0.890. (4) The reactants are [Cl:1][C:2]1[CH:3]=[C:4]([CH:7]=[CH:8][C:9]=1[O:10][CH:11]([CH3:13])[CH3:12])[CH:5]=[O:6].ClC1C=C(C=CC=1OCC)C=[O:19]. No catalyst specified. The product is [Cl:1][C:2]1[CH:3]=[C:4]([CH:7]=[CH:8][C:9]=1[O:10][CH:11]([CH3:13])[CH3:12])[C:5]([OH:19])=[O:6]. The yield is 0.980.